From a dataset of Full USPTO retrosynthesis dataset with 1.9M reactions from patents (1976-2016). Predict the reactants needed to synthesize the given product. (1) Given the product [F:22][C:23]1[C:31]([NH:32][S:33]([CH2:36][CH2:37][CH3:38])(=[O:34])=[O:35])=[CH:30][CH:29]=[C:28]([F:39])[C:24]=1[C:25]([NH:12][C:9]1[CH:10]=[C:11]2[C:3]([O:2][CH3:1])=[N:4][N:5]([CH2:13][C:14]3[CH:19]=[CH:18][C:17]([O:20][CH3:21])=[CH:16][CH:15]=3)[C:6]2=[N:7][CH:8]=1)=[O:26], predict the reactants needed to synthesize it. The reactants are: [CH3:1][O:2][C:3]1[C:11]2[C:6](=[N:7][CH:8]=[C:9]([NH2:12])[CH:10]=2)[N:5]([CH2:13][C:14]2[CH:19]=[CH:18][C:17]([O:20][CH3:21])=[CH:16][CH:15]=2)[N:4]=1.[F:22][C:23]1[C:31]([NH:32][S:33]([CH2:36][CH2:37][CH3:38])(=[O:35])=[O:34])=[CH:30][CH:29]=[C:28]([F:39])[C:24]=1[C:25](O)=[O:26].CCN=C=NCCCN(C)C.C1C=CC2N(O)N=NC=2C=1. (2) Given the product [F:1][C@H:2]1[C@H:7]([C:8]2[CH:13]=[CH:12][C:11]([OH:14])=[CH:10][CH:9]=2)[CH2:6][CH2:5][N:4]([C@@H:32]2[CH2:33][CH2:34][N:30]([CH2:29][C:28]3[CH:41]=[CH:42][C:25]([CH3:24])=[CH:26][CH:27]=3)[C:31]2=[O:40])[CH2:3]1, predict the reactants needed to synthesize it. The reactants are: [F:1][C@H:2]1[C@H:7]([C:8]2[CH:13]=[CH:12][C:11]([OH:14])=[CH:10][CH:9]=2)[CH2:6][CH2:5][NH:4][CH2:3]1.CCN(C(C)C)C(C)C.[CH3:24][C:25]1[CH:42]=[CH:41][C:28]([CH2:29][N:30]2[CH2:34][CH2:33][C@H:32](CS([O-])(=O)=O)[C:31]2=[O:40])=[CH:27][CH:26]=1. (3) Given the product [NH2:10][CH2:11][CH:12]1[CH2:17][CH2:16][C:15]([CH2:19][CH3:20])([OH:18])[CH2:14][CH2:13]1, predict the reactants needed to synthesize it. The reactants are: C(OC(=O)[NH:10][CH2:11][CH:12]1[CH2:17][CH2:16][C:15]([CH2:19][CH3:20])([OH:18])[CH2:14][CH2:13]1)C1C=CC=CC=1. (4) Given the product [C:1]([O:5][C:6]([NH:7][CH2:8][C:9]1[CH:14]=[CH:13][C:12]([C:15](=[O:23])[NH:16][C:17]2[CH:22]=[CH:21][N:20]=[CH:19][CH:18]=2)=[CH:11][C:10]=1[C:33]1[CH:32]=[CH:31][CH:30]=[C:29]([C:26]([OH:28])=[O:27])[CH:34]=1)=[O:25])([CH3:4])([CH3:3])[CH3:2], predict the reactants needed to synthesize it. The reactants are: [C:1]([O:5][C:6](=[O:25])[NH:7][CH2:8][C:9]1[CH:14]=[CH:13][C:12]([C:15](=[O:23])[NH:16][C:17]2[CH:22]=[CH:21][N:20]=[CH:19][CH:18]=2)=[CH:11][C:10]=1Br)([CH3:4])([CH3:3])[CH3:2].[C:26]([C:29]1[CH:30]=[C:31](B(O)O)[CH:32]=[CH:33][CH:34]=1)([OH:28])=[O:27].C([O-])([O-])=O.[Na+].[Na+].CO. (5) The reactants are: [CH2:1]([O:8][C:9]1[N:14]=[CH:13][C:12]([CH:15]=O)=[CH:11][CH:10]=1)[C:2]1[CH:7]=[CH:6][CH:5]=[CH:4][CH:3]=1.[N+:17]([CH3:20])([O-:19])=[O:18].C([O-])(=O)C.[NH4+]. Given the product [CH2:1]([O:8][C:9]1[CH:10]=[CH:11][C:12](/[CH:15]=[CH:20]/[N+:17]([O-:19])=[O:18])=[CH:13][N:14]=1)[C:2]1[CH:7]=[CH:6][CH:5]=[CH:4][CH:3]=1, predict the reactants needed to synthesize it. (6) Given the product [CH:15]([CH:11]1[C:12](=[O:14])[C:13]2[C:4]3[O:3][C:2]([CH3:1])=[N:6][C:5]=3[CH:7]=[CH:8][C:9]=2[CH2:10]1)([CH3:17])[CH3:16], predict the reactants needed to synthesize it. The reactants are: [CH3:1][C:2]1[O:3][C:4]2[C:13]3[C:12](=[O:14])[C:11](=[C:15]([CH3:17])[CH3:16])[CH2:10][C:9]=3[CH:8]=[CH:7][C:5]=2[N:6]=1. (7) Given the product [NH2:1][C:2]1[N:7]=[C:6]([C:8]2[S:12][C:11]3[CH:13]=[CH:14][C:15]([NH:17][C:18]4[CH:19]=[C:20]([NH:24][C:25]([C:26]5[CH:31]=[CH:30][C:29]([C:45]([O:44][CH3:43])=[O:46])=[CH:28][CH:27]=5)=[O:41])[CH:21]=[CH:22][CH:23]=4)=[CH:16][C:10]=3[C:9]=2[CH3:42])[CH:5]=[CH:4][N:3]=1, predict the reactants needed to synthesize it. The reactants are: [NH2:1][C:2]1[N:7]=[C:6]([C:8]2[S:12][C:11]3[CH:13]=[CH:14][C:15]([NH:17][C:18]4[CH:19]=[C:20]([NH:24][C:25](=[O:41])[C:26]5[CH:31]=[CH:30][C:29](OCCN6CCOCC6)=[CH:28][CH:27]=5)[CH:21]=[CH:22][CH:23]=4)=[CH:16][C:10]=3[C:9]=2[CH3:42])[CH:5]=[CH:4][N:3]=1.[CH3:43][O:44][C:45](C1C=CC(C(O)=O)=CC=1)=[O:46].O1CCN(CCOC2C=CC(C(O)=O)=CC=2)CC1. (8) Given the product [Cl:32][C:33]1[CH:41]=[CH:40][C:39]2[N:38](/[CH:2]=[C:3](/[C:4]3[CH:9]=[CH:8][CH:7]=[CH:6][CH:5]=3)\[C:10]3[CH:15]=[CH:14][N:13]=[CH:12][CH:11]=3)[C:37]3[CH2:42][CH2:43][N:44]([CH3:46])[CH2:45][C:36]=3[C:35]=2[CH:34]=1, predict the reactants needed to synthesize it. The reactants are: Br[CH:2]=[C:3]([C:10]1[CH:15]=[CH:14][N:13]=[CH:12][CH:11]=1)[C:4]1[CH:9]=[CH:8][CH:7]=[CH:6][CH:5]=1.P([O-])([O-])([O-])=O.[K+].[K+].[K+].N1CCC[C@H]1C(O)=O.[Cl:32][C:33]1[CH:41]=[CH:40][C:39]2[NH:38][C:37]3[CH2:42][CH2:43][N:44]([CH3:46])[CH2:45][C:36]=3[C:35]=2[CH:34]=1. (9) Given the product [C:1]([O:4][C:5]1[CH:17]=[CH:16][C:15]2[C:14]3[C:9](=[CH:10][CH:11]=[C:12]([Br:25])[CH:13]=3)[NH:8][C:7]=2[CH:6]=1)(=[O:3])[CH3:2], predict the reactants needed to synthesize it. The reactants are: [C:1]([O:4][C:5]1[CH:17]=[CH:16][C:15]2[C:14]3[C:9](=[CH:10][CH:11]=[CH:12][CH:13]=3)[NH:8][C:7]=2[CH:6]=1)(=[O:3])[CH3:2].C1C(=O)N([Br:25])C(=O)C1. (10) Given the product [CH3:1][O:2][C:3]1[C:4]([O:18][P:26]2[O:32][C:31]3[CH:33]=[CH:34][CH:35]=[CH:36][C:30]=3[C:29]3[CH:37]=[CH:38][CH:39]=[CH:40][C:28]=3[O:27]2)=[C:5]([C:10]2[CH:15]=[C:14]([CH3:16])[CH:13]=[CH:12][C:11]=2[O:17][P:26]2[O:32][C:23]3[CH:24]=[CH:31][CH:33]=[CH:34][C:22]=3[C:21]3[CH:40]=[CH:28][CH:29]=[CH:30][C:20]=3[O:27]2)[CH:6]=[C:7]([CH3:9])[CH:8]=1, predict the reactants needed to synthesize it. The reactants are: [CH3:1][O:2][C:3]1[CH:8]=[C:7]([CH3:9])[CH:6]=[C:5]([C:10]2[C:11]([OH:17])=[CH:12][CH:13]=[C:14]([CH3:16])[CH:15]=2)[C:4]=1[OH:18].N1[CH:24]=[CH:23][CH:22]=[CH:21][CH:20]=1.Cl[P:26]1[O:32][C:31]2[CH:33]=[CH:34][CH:35]=[CH:36][C:30]=2[C:29]2[CH:37]=[CH:38][CH:39]=[CH:40][C:28]=2[O:27]1.